From a dataset of Reaction yield outcomes from USPTO patents with 853,638 reactions. Predict the reaction yield, written as a fraction of the theoretical maximum amount of product (1.0 means a 100% yield; for example, 0.34 means a 34% yield). (1) The reactants are [OH:1][C:2]1[CH:3]=[CH:4][CH:5]=[C:6]2[C:11]=1[N:10]=[C:9]([C:12]([OH:14])=O)[CH:8]=[CH:7]2.[Cl:15][C:16]1[CH:28]=[CH:27][C:19]([O:20][CH:21]2[CH2:26][CH2:25][NH:24][CH2:23][CH2:22]2)=[CH:18][CH:17]=1.C(N(CC)CC)C.CN(C(ON1N=NC2C=CC=CC1=2)=[N+](C)C)C.F[P-](F)(F)(F)(F)F. The catalyst is CN(C=O)C.C(OCC)(=O)C. The product is [Cl:15][C:16]1[CH:28]=[CH:27][C:19]([O:20][CH:21]2[CH2:22][CH2:23][N:24]([C:12]([C:9]3[CH:8]=[CH:7][C:6]4[C:11](=[C:2]([OH:1])[CH:3]=[CH:4][CH:5]=4)[N:10]=3)=[O:14])[CH2:25][CH2:26]2)=[CH:18][CH:17]=1. The yield is 0.220. (2) The reactants are [CH3:1][N:2]1[CH2:7][CH2:6][N:5]([C:8]2[CH:13]=[CH:12][C:11]([NH2:14])=[C:10]([C:15]3[S:16][CH:17]=[CH:18][C:19]=3[CH3:20])[CH:9]=2)[CH2:4][CH2:3]1.[C:21]([C:23]1[O:27][C:26]([C:28](Cl)=[O:29])=[CH:25][CH:24]=1)#[N:22].CCN(C(C)C)C(C)C. No catalyst specified. The product is [CH3:1][N:2]1[CH2:3][CH2:4][N:5]([C:8]2[CH:13]=[CH:12][C:11]([NH:14][C:28]([C:26]3[O:27][C:23]([C:21]#[N:22])=[CH:24][CH:25]=3)=[O:29])=[C:10]([C:15]3[S:16][CH:17]=[CH:18][C:19]=3[CH3:20])[CH:9]=2)[CH2:6][CH2:7]1. The yield is 0.360. (3) The reactants are C[O-].[Na+].[C:4]([O:12]C)(=O)[C:5]1[CH:10]=[CH:9][N:8]=[CH:7][CH:6]=1.[CH3:14][C:15]([CH3:17])=[O:16]. The yield is 0.620. The catalyst is CCOCC. The product is [N:8]1[CH:7]=[CH:6][C:5]([C:4](=[O:12])[CH2:14][C:15](=[O:16])[CH3:17])=[CH:10][CH:9]=1. (4) The reactants are [Br:1][C:2]1[CH:7]=[CH:6][C:5]([NH:8][CH:9]=[C:10]([C:16](=[O:21])[CH2:17][CH:18]([CH3:20])[CH3:19])[C:11]([O:13]CC)=O)=[CH:4][CH:3]=1. The catalyst is C1C=CC(C2C=CC=CC=2)=CC=1.C1C=CC(OC2C=CC=CC=2)=CC=1. The product is [Br:1][C:2]1[CH:3]=[C:4]2[C:5](=[CH:6][CH:7]=1)[N:8]=[CH:9][C:10]([C:16](=[O:21])[CH2:17][CH:18]([CH3:19])[CH3:20])=[C:11]2[OH:13]. The yield is 0.230.